Dataset: Forward reaction prediction with 1.9M reactions from USPTO patents (1976-2016). Task: Predict the product of the given reaction. (1) Given the reactants CC1(C)[C@@H]2CC[C@@]1(CS(O)(=O)=O)C(=O)C2.[Br:16][C:17]1[CH:18]=[C:19]2[C:23](=[CH:24][CH:25]=1)[CH2:22][C@@H:21]([NH2:26])[CH2:20]2.C1CCN2C(=NCCC2)CC1.[CH3:38][CH:39]([S:41](Cl)(=[O:43])=[O:42])[CH3:40], predict the reaction product. The product is: [Br:16][C:17]1[CH:18]=[C:19]2[C:23](=[CH:24][CH:25]=1)[CH2:22][C@@H:21]([NH:26][S:41]([CH:39]([CH3:40])[CH3:38])(=[O:43])=[O:42])[CH2:20]2. (2) Given the reactants Cl.[CH2:2]([O:4][C:5](=[O:8])[CH2:6][NH2:7])[CH3:3].C(N(CC)CC)C.[C:16]([O:20][CH2:21][CH3:22])(=[O:19])[CH:17]=[CH2:18].C(=O)([O-])[O-].[Na+].[Na+].[CH2:29]([O:36][C:37](Cl)=[O:38])[C:30]1[CH:35]=[CH:34][CH:33]=[CH:32][CH:31]=1, predict the reaction product. The product is: [CH2:29]([O:36][C:37]([N:7]([CH2:18][CH2:17][C:16]([O:20][CH2:21][CH3:22])=[O:19])[CH2:6][C:5]([O:4][CH2:2][CH3:3])=[O:8])=[O:38])[C:30]1[CH:35]=[CH:34][CH:33]=[CH:32][CH:31]=1. (3) Given the reactants [Br:1][C:2]1[CH:3]=[C:4]([O:15][CH:16]2[CH2:20][CH2:19][N:18](C(OC(C)(C)C)=O)[CH2:17]2)[C:5]([NH:8][C:9]2[S:10][CH:11]=[C:12]([CH3:14])[N:13]=2)=[N:6][CH:7]=1.C(Cl)[Cl:29].CO.[ClH:33], predict the reaction product. The product is: [ClH:29].[ClH:33].[Br:1][C:2]1[CH:3]=[C:4]([O:15][CH:16]2[CH2:20][CH2:19][NH:18][CH2:17]2)[C:5]([NH:8][C:9]2[S:10][CH:11]=[C:12]([CH3:14])[N:13]=2)=[N:6][CH:7]=1.